This data is from Forward reaction prediction with 1.9M reactions from USPTO patents (1976-2016). The task is: Predict the product of the given reaction. (1) Given the reactants C[O:2][C:3]([C:5]1[CH:6]=[C:7]2[C:12](=[CH:13][CH:14]=1)[NH:11][CH:10]([C:15]1[CH:20]=[CH:19][CH:18]=[C:17]([N:21]3[CH2:26][CH2:25][N:24]([CH3:27])[CH2:23][CH2:22]3)[CH:16]=1)[CH2:9][C:8]2([CH3:29])[CH3:28])=[O:4].[OH-].[Na+].Cl, predict the reaction product. The product is: [CH3:28][C:8]1([CH3:29])[C:7]2[C:12](=[CH:13][CH:14]=[C:5]([C:3]([OH:4])=[O:2])[CH:6]=2)[NH:11][CH:10]([C:15]2[CH:20]=[CH:19][CH:18]=[C:17]([N:21]3[CH2:26][CH2:25][N:24]([CH3:27])[CH2:23][CH2:22]3)[CH:16]=2)[CH2:9]1. (2) The product is: [C:11]([O:15][C:16]([NH:18][C:19]1[CH:24]=[CH:23][CH:22]=[CH:21][C:20]=1[NH:25][C:26](=[O:42])[C:27]1[CH:28]=[CH:29][C:30]([C:2]2[C:3]3[S:10][CH:9]=[CH:8][C:4]=3[N:5]=[CH:6][N:7]=2)=[CH:31][CH:32]=1)=[O:17])([CH3:14])([CH3:12])[CH3:13]. Given the reactants Cl[C:2]1[C:3]2[S:10][CH:9]=[CH:8][C:4]=2[N:5]=[CH:6][N:7]=1.[C:11]([O:15][C:16]([NH:18][C:19]1[CH:24]=[CH:23][CH:22]=[CH:21][C:20]=1[NH:25][C:26](=[O:42])[C:27]1[CH:32]=[CH:31][C:30](B2OC(C)(C)C(C)(C)O2)=[CH:29][CH:28]=1)=[O:17])([CH3:14])([CH3:13])[CH3:12], predict the reaction product. (3) Given the reactants [C:1]([O:5][C:6]([C@H:8]1[CH2:12][CH2:11][S:10](=[O:14])(=[O:13])[N:9]1NC(OC(C)(C)C)=O)=[O:7])([CH3:4])([CH3:3])[CH3:2].FC(F)(F)C(O)=O, predict the reaction product. The product is: [C:1]([O:5][C:6]([C@H:8]1[CH2:12][CH2:11][S:10](=[O:13])(=[O:14])[NH:9]1)=[O:7])([CH3:4])([CH3:2])[CH3:3]. (4) Given the reactants [F:1][C:2]1[CH:3]=[C:4]([CH:6]=[CH:7][C:8]=1[O:9][C:10]1[C:11]2[N:18]([CH3:19])[CH:17]=[CH:16][C:12]=2[N:13]=[CH:14][N:15]=1)[NH2:5].C(N(CC)CC)C.[F:27][C:28]([F:39])([F:38])[C:29]1[CH:30]=[C:31]([N:35]=[C:36]=[O:37])[CH:32]=[CH:33][CH:34]=1, predict the reaction product. The product is: [F:1][C:2]1[CH:3]=[C:4]([NH:5][C:36]([NH:35][C:31]2[CH:32]=[CH:33][CH:34]=[C:29]([C:28]([F:27])([F:38])[F:39])[CH:30]=2)=[O:37])[CH:6]=[CH:7][C:8]=1[O:9][C:10]1[C:11]2[N:18]([CH3:19])[CH:17]=[CH:16][C:12]=2[N:13]=[CH:14][N:15]=1. (5) Given the reactants [NH2:1][CH:2]1[CH2:22][C:5]2[N:6]([CH2:15][C:16]3[CH:21]=[CH:20][CH:19]=[CH:18][N:17]=3)[C:7]3[CH:8]=[CH:9][C:10]([C:13]#[N:14])=[CH:11][C:12]=3[C:4]=2[CH2:3]1.C(N(C(C)C)CC)(C)C.[CH:32]([O:35][C:36](Cl)=[O:37])([CH3:34])[CH3:33], predict the reaction product. The product is: [CH:32]([O:35][C:36](=[O:37])[NH:1][CH:2]1[CH2:22][C:5]2[N:6]([CH2:15][C:16]3[CH:21]=[CH:20][CH:19]=[CH:18][N:17]=3)[C:7]3[CH:8]=[CH:9][C:10]([C:13]#[N:14])=[CH:11][C:12]=3[C:4]=2[CH2:3]1)([CH3:34])[CH3:33]. (6) Given the reactants [NH2:1][C:2]1[C:3]([C:14]2[C:15]([Cl:34])=[C:16]([NH:21][C:22](=[O:33])[C:23]3[CH:28]=[CH:27][CH:26]=[C:25]([C:29]([F:32])([F:31])[F:30])[CH:24]=3)[CH:17]=[CH:18][C:19]=2[Cl:20])=[CH:4][C:5]2[CH:10]=[N:9][C:8]([S:11][CH3:12])=[N:7][C:6]=2[N:13]=1.[H-].[Na+].[C:37]([N:41]=[C:42]=[O:43])([CH3:40])([CH3:39])[CH3:38].O, predict the reaction product. The product is: [C:37]([NH:41][C:42](=[O:43])[NH:1][C:2]1[C:3]([C:14]2[C:15]([Cl:34])=[C:16]([NH:21][C:22](=[O:33])[C:23]3[CH:28]=[CH:27][CH:26]=[C:25]([C:29]([F:32])([F:31])[F:30])[CH:24]=3)[CH:17]=[CH:18][C:19]=2[Cl:20])=[CH:4][C:5]2[CH:10]=[N:9][C:8]([S:11][CH3:12])=[N:7][C:6]=2[N:13]=1)([CH3:40])([CH3:39])[CH3:38]. (7) Given the reactants [OH:1][CH2:2][CH2:3][N:4]([CH3:12])[C:5](=[O:11])[O:6][C:7]([CH3:10])([CH3:9])[CH3:8].CC(OI1(OC(C)=O)(OC(C)=O)OC(=O)C2C=CC=CC1=2)=O.C([O-])(O)=O.[Na+].[O-]S([O-])(=S)=O.[Na+].[Na+], predict the reaction product. The product is: [CH3:12][N:4]([CH2:3][CH:2]=[O:1])[C:5](=[O:11])[O:6][C:7]([CH3:10])([CH3:8])[CH3:9].